From a dataset of Catalyst prediction with 721,799 reactions and 888 catalyst types from USPTO. Predict which catalyst facilitates the given reaction. (1) Reactant: [CH2:1]([O:3][C:4]1[CH:5]=[C:6]2[C:10](=[CH:11][C:12]=1[O:13][CH2:14][CH2:15][CH2:16][O:17]C1CCCCO1)[C:9](=O)[CH2:8][CH2:7]2)[CH3:2].[F:25][C:26]1[CH:27]=[C:28]([N:32]=[C:33]=S)[CH:29]=[CH:30][CH:31]=1.C[Si](C)(C)[Si](C)(C)C.[Li].[NH2:44][NH2:45].C(O)(=O)C. Product: [CH2:1]([O:3][C:4]1[CH:5]=[C:6]2[C:10](=[CH:11][C:12]=1[O:13][CH2:14][CH2:15][CH2:16][OH:17])[C:9]1=[N:44][NH:45][C:33]([NH:32][C:28]3[CH:29]=[CH:30][CH:31]=[C:26]([F:25])[CH:27]=3)=[C:8]1[CH2:7]2)[CH3:2]. The catalyst class is: 476. (2) Reactant: [CH2:1]([N:8]1[C@@H:13]2[C@:14]([F:27])([C:16]3[N:20]([CH2:21][O:22][CH2:23][CH2:24][O:25][CH3:26])[N:19]=[N:18][N:17]=3)[CH2:15][C@@:9]1([C:36]1[CH:41]=[CH:40][CH:39]=[CH:38][CH:37]=1)[C@H:10]([O:28][Si](C(C)(C)C)(C)C)[CH2:11][CH2:12]2)[C:2]1[CH:7]=[CH:6][CH:5]=[CH:4][CH:3]=1.Cl. Product: [CH2:1]([N:8]1[C@@H:13]2[C@:14]([F:27])([C:16]3[N:20]([CH2:21][O:22][CH2:23][CH2:24][O:25][CH3:26])[N:19]=[N:18][N:17]=3)[CH2:15][C@@:9]1([C:36]1[CH:41]=[CH:40][CH:39]=[CH:38][CH:37]=1)[C@H:10]([OH:28])[CH2:11][CH2:12]2)[C:2]1[CH:7]=[CH:6][CH:5]=[CH:4][CH:3]=1. The catalyst class is: 798.